Dataset: Full USPTO retrosynthesis dataset with 1.9M reactions from patents (1976-2016). Task: Predict the reactants needed to synthesize the given product. Given the product [F:24][C:21]1[CH:20]=[CH:19][C:18]([CH2:17][N:14]2[CH2:13][CH2:12][N:11]([C@@H:6]([CH2:5][NH:4][S:45]([C:42]3[CH:43]=[CH:44][C:39]([O:38][CH2:37][C:35]4[C:34]5[C:29](=[CH:30][CH:31]=[CH:32][CH:33]=5)[N:28]=[C:27]([CH3:26])[CH:36]=4)=[CH:40][CH:41]=3)(=[O:46])=[O:47])[C:7]([O:9][CH3:10])=[O:8])[CH2:16][CH2:15]2)=[CH:23][CH:22]=1, predict the reactants needed to synthesize it. The reactants are: Cl.Cl.Cl.[NH2:4][CH2:5][C@H:6]([N:11]1[CH2:16][CH2:15][N:14]([CH2:17][C:18]2[CH:23]=[CH:22][C:21]([F:24])=[CH:20][CH:19]=2)[CH2:13][CH2:12]1)[C:7]([O:9][CH3:10])=[O:8].Cl.[CH3:26][C:27]1[CH:36]=[C:35]([CH2:37][O:38][C:39]2[CH:44]=[CH:43][C:42]([S:45](Cl)(=[O:47])=[O:46])=[CH:41][CH:40]=2)[C:34]2[C:29](=[CH:30][CH:31]=[CH:32][CH:33]=2)[N:28]=1.FC1C=CC(CN2CCN(C(CNS(C3C=CC(OCC4C5C(=CC=CC=5)N=C(C)C=4)=CC=3)(=O)=O)C([O-])=O)CC2)=CC=1.